From a dataset of CYP1A2 inhibition data for predicting drug metabolism from PubChem BioAssay. Regression/Classification. Given a drug SMILES string, predict its absorption, distribution, metabolism, or excretion properties. Task type varies by dataset: regression for continuous measurements (e.g., permeability, clearance, half-life) or binary classification for categorical outcomes (e.g., BBB penetration, CYP inhibition). Dataset: cyp1a2_veith. (1) The molecule is CN[C@@H](c1ccncc1)[C@@H](NC)c1ccncc1. The result is 0 (non-inhibitor). (2) The molecule is NCC1CCC(C(=O)O)CC1. The result is 0 (non-inhibitor). (3) The molecule is CC(=O)Nc1ccc(S(=O)(=O)N2CCN(c3cc4c(cc3[N+](=O)[O-])n(C)c(=O)n4C)CC2)cc1. The result is 0 (non-inhibitor). (4) The molecule is CO/N=C(\C(=O)N[C@@H]1C(=O)N2C(C(=O)[O-])=C(COC(N)=O)CS[C@@H]12)c1ccco1.[Na+]. The result is 0 (non-inhibitor). (5) The drug is O=C(O)Cc1cccnc1. The result is 0 (non-inhibitor).